Dataset: Forward reaction prediction with 1.9M reactions from USPTO patents (1976-2016). Task: Predict the product of the given reaction. Given the reactants C(OC([NH:8][C:9]([CH3:14])([CH3:13])[C:10]([O-])=[O:11])=O)(C)(C)C.[CH2:15]([O:22][C:23]([N:25]1[CH2:30][CH2:29][NH:28][CH2:27][CH2:26]1)=[O:24])[C:16]1[CH:21]=[CH:20][CH:19]=[CH:18][CH:17]=1.ON1C2C=CC=CC=2N=N1.[ClH:41].C(N=C=NCCCN(C)C)C.Cl, predict the reaction product. The product is: [ClH:41].[NH2:8][C:9]([CH3:14])([CH3:13])[C:10]([N:28]1[CH2:29][CH2:30][N:25]([C:23]([O:22][CH2:15][C:16]2[CH:21]=[CH:20][CH:19]=[CH:18][CH:17]=2)=[O:24])[CH2:26][CH2:27]1)=[O:11].